Dataset: Full USPTO retrosynthesis dataset with 1.9M reactions from patents (1976-2016). Task: Predict the reactants needed to synthesize the given product. (1) Given the product [F:18][C:19]1[CH:20]=[C:21]2[C:25](=[CH:26][CH:27]=1)[NH:24][C:23](=[O:28])[C:22]2=[CH:29][NH:17][C:14]1[CH:13]=[CH:12][C:11]([O:10][CH2:9][CH2:8][CH2:7][N:1]2[CH2:2][CH2:3][CH2:4][CH2:5][CH2:6]2)=[CH:16][CH:15]=1, predict the reactants needed to synthesize it. The reactants are: [N:1]1([CH2:7][CH2:8][CH2:9][O:10][C:11]2[CH:16]=[CH:15][C:14]([NH2:17])=[CH:13][CH:12]=2)[CH2:6][CH2:5][CH2:4][CH2:3][CH2:2]1.[F:18][C:19]1[CH:20]=[C:21]2[C:25](=[CH:26][CH:27]=1)[NH:24][C:23](=[O:28])[C:22]2=[CH:29]O. (2) Given the product [NH2:30][C:31]1[C:36]([C:37](=[O:40])[CH2:38][CH3:39])=[CH:35][CH:34]=[C:33]([NH:41][CH:42]2[CH2:47][CH2:46][CH2:45][N:44]([C:3]3[N:8]4[N:9]=[C:10]([CH:12]5[CH2:17][CH2:16][N:15]([CH:18]6[CH2:19][CH2:20]6)[CH2:14][CH2:13]5)[N:11]=[C:7]4[CH:6]=[C:5]([C:21]4[CH:26]=[CH:25][C:24]([Cl:27])=[CH:23][C:22]=4[Cl:28])[N:4]=3)[CH2:43]2)[N:32]=1, predict the reactants needed to synthesize it. The reactants are: Cl.Cl[C:3]1[N:8]2[N:9]=[C:10]([CH:12]3[CH2:17][CH2:16][N:15]([CH:18]4[CH2:20][CH2:19]4)[CH2:14][CH2:13]3)[N:11]=[C:7]2[CH:6]=[C:5]([C:21]2[CH:26]=[CH:25][C:24]([Cl:27])=[CH:23][C:22]=2[Cl:28])[N:4]=1.Cl.[NH2:30][C:31]1[C:36]([C:37](=[O:40])[CH2:38][CH3:39])=[CH:35][CH:34]=[C:33]([NH:41][CH:42]2[CH2:47][CH2:46][CH2:45][NH:44][CH2:43]2)[N:32]=1.C(N(CC)C(C)C)(C)C.